This data is from Reaction yield outcomes from USPTO patents with 853,638 reactions. The task is: Predict the reaction yield, written as a fraction of the theoretical maximum amount of product (1.0 means a 100% yield; for example, 0.34 means a 34% yield). (1) The reactants are [CH:1]([N:4]1[C:8]([C:9]2[S:10][C:11]3[CH2:12][CH2:13][O:14][C:15]4[CH:22]=[CH:21][C:20]([C:23]5[C:24](=[O:29])[NH:25][CH:26]=[CH:27][CH:28]=5)=[CH:19][C:16]=4[C:17]=3[N:18]=2)=[N:7][CH:6]=[N:5]1)([CH3:3])[CH3:2].I[CH:31]([CH3:33])[CH3:32]. No catalyst specified. The product is [CH:31]([N:25]1[CH:26]=[CH:27][CH:28]=[C:23]([C:20]2[CH:21]=[CH:22][C:15]3[O:14][CH2:13][CH2:12][C:11]4[S:10][C:9]([C:8]5[N:4]([CH:1]([CH3:3])[CH3:2])[N:5]=[CH:6][N:7]=5)=[N:18][C:17]=4[C:16]=3[CH:19]=2)[C:24]1=[O:29])([CH3:33])[CH3:32]. The yield is 0.120. (2) The reactants are [Cl:1][C:2]1[C:3]([O:16][CH2:17][CH:18]2[CH:23]([CH3:24])[CH2:22][CH2:21][CH2:20][CH:19]2[CH3:25])=[CH:4][C:5]([F:15])=[C:6]([CH:14]=1)[C:7]([O:9]C(C)(C)C)=[O:8].FC(F)(F)C(O)=O. The catalyst is ClCCl. The product is [Cl:1][C:2]1[C:3]([O:16][CH2:17][CH:18]2[CH:23]([CH3:24])[CH2:22][CH2:21][CH2:20][CH:19]2[CH3:25])=[CH:4][C:5]([F:15])=[C:6]([CH:14]=1)[C:7]([OH:9])=[O:8]. The yield is 0.380. (3) The yield is 0.930. The reactants are [C:1]([O:5][C:6]([N:8]1[CH2:13][CH2:12][NH:11][C:10](=[O:14])[CH2:9]1)=[O:7])([CH3:4])([CH3:3])[CH3:2].[H-].[Na+].[F:17][C:18]1[CH:25]=[CH:24][C:21]([CH2:22]Br)=[CH:20][CH:19]=1. The catalyst is C1COCC1. The product is [C:1]([O:5][C:6]([N:8]1[CH2:13][CH2:12][N:11]([CH2:22][C:21]2[CH:24]=[CH:25][C:18]([F:17])=[CH:19][CH:20]=2)[C:10](=[O:14])[CH2:9]1)=[O:7])([CH3:4])([CH3:2])[CH3:3]. (4) The reactants are Br[C:2]1[C:3]([CH3:28])=[C:4]([C:8]2[C:20]3[C:19]4[C:14](=[CH:15][C:16]([C:21]([OH:24])([CH3:23])[CH3:22])=[CH:17][CH:18]=4)[NH:13][C:12]=3[C:11]([C:25]([NH2:27])=[O:26])=[CH:10][CH:9]=2)[CH:5]=[CH:6][CH:7]=1.[CH3:29][O:30][C:31]1[CH2:35][NH:34][C:33](=[O:36])[CH:32]=1.C(=O)([O-])[O-].[Cs+].[Cs+].C1(P(C2C=CC=CC=2)C2C3OC4C(=CC=CC=4P(C4C=CC=CC=4)C4C=CC=CC=4)C(C)(C)C=3C=CC=2)C=CC=CC=1. The catalyst is O1CCOCC1.C1C=CC(/C=C/C(/C=C/C2C=CC=CC=2)=O)=CC=1.C1C=CC(/C=C/C(/C=C/C2C=CC=CC=2)=O)=CC=1.C1C=CC(/C=C/C(/C=C/C2C=CC=CC=2)=O)=CC=1.[Pd].[Pd]. The product is [OH:24][C:21]([C:16]1[CH:15]=[C:14]2[C:19]([C:20]3[C:8]([C:4]4[CH:5]=[CH:6][CH:7]=[C:2]([N:34]5[CH2:35][C:31]([O:30][CH3:29])=[CH:32][C:33]5=[O:36])[C:3]=4[CH3:28])=[CH:9][CH:10]=[C:11]([C:25]([NH2:27])=[O:26])[C:12]=3[NH:13]2)=[CH:18][CH:17]=1)([CH3:22])[CH3:23]. The yield is 0.270. (5) The yield is 1.00. The reactants are [H-].[Na+].[CH3:3][O:4][C:5]1[CH:10]=[CH:9][C:8]([OH:11])=[CH:7][CH:6]=1.F[C:13]1[CH:18]=[CH:17][C:16]([N+:19]([O-:21])=[O:20])=[CH:15][CH:14]=1. The product is [CH3:3][O:4][C:5]1[CH:10]=[CH:9][C:8]([O:11][C:13]2[CH:18]=[CH:17][C:16]([N+:19]([O-:21])=[O:20])=[CH:15][CH:14]=2)=[CH:7][CH:6]=1. The catalyst is CN(C=O)C.